Dataset: Peptide-MHC class II binding affinity with 134,281 pairs from IEDB. Task: Regression. Given a peptide amino acid sequence and an MHC pseudo amino acid sequence, predict their binding affinity value. This is MHC class II binding data. (1) The binding affinity (normalized) is 0.153. The MHC is DRB1_1602 with pseudo-sequence DRB1_1602. The peptide sequence is VFLGSAHGIPKVPPG. (2) The peptide sequence is PEFQSIVQTLNAMPE. The MHC is HLA-DQA10501-DQB10201 with pseudo-sequence HLA-DQA10501-DQB10201. The binding affinity (normalized) is 0.391. (3) The peptide sequence is RSWVTAGEIHAVPFG. The MHC is DRB1_0801 with pseudo-sequence DRB1_0801. The binding affinity (normalized) is 0.387.